This data is from Full USPTO retrosynthesis dataset with 1.9M reactions from patents (1976-2016). The task is: Predict the reactants needed to synthesize the given product. Given the product [CH3:12][O:11][C:3]1[CH:4]=[C:5]([N+:8]([O-:10])=[O:9])[CH:6]=[CH:7][C:2]=1[N:13]1[CH2:18][CH2:17][CH2:16][CH2:15][CH2:14]1, predict the reactants needed to synthesize it. The reactants are: Br[C:2]1[CH:7]=[CH:6][C:5]([N+:8]([O-:10])=[O:9])=[CH:4][C:3]=1[O:11][CH3:12].[NH:13]1[CH2:18][CH2:17][CH2:16][CH2:15][CH2:14]1.